Dataset: Forward reaction prediction with 1.9M reactions from USPTO patents (1976-2016). Task: Predict the product of the given reaction. Given the reactants [H-].[Na+].[CH2:3]([N:5]1[CH2:10][CH2:9][N:8]([C:11]2[C:20]3[C:15](=[CH:16][CH:17]=[CH:18][CH:19]=3)[CH:14]=[C:13]([C:21]3[CH:26]=[CH:25][N:24]=[C:23](Cl)[CH:22]=3)[N:12]=2)[CH2:7][CH2:6]1)[CH3:4].[CH3:28][O:29][CH2:30][CH2:31][OH:32], predict the reaction product. The product is: [CH2:3]([N:5]1[CH2:10][CH2:9][N:8]([C:11]2[C:20]3[C:15](=[CH:16][CH:17]=[CH:18][CH:19]=3)[CH:14]=[C:13]([C:21]3[CH:26]=[CH:25][N:24]=[C:23]([O:32][CH2:31][CH2:30][O:29][CH3:28])[CH:22]=3)[N:12]=2)[CH2:7][CH2:6]1)[CH3:4].